From a dataset of Forward reaction prediction with 1.9M reactions from USPTO patents (1976-2016). Predict the product of the given reaction. (1) Given the reactants C([O:8][C:9]1[C:18]2[C:13](=[CH:14][CH:15]=[CH:16][CH:17]=2)[N:12]=[C:11]([CH2:19][O:20][C:21]2[CH:26]=[C:25]([O:27][CH2:28][CH2:29][C:30]([CH3:33])([OH:32])[CH3:31])[CH:24]=[CH:23][N:22]=2)[C:10]=1[CH3:34])C1C=CC=CC=1, predict the reaction product. The product is: [OH:32][C:30]([CH3:33])([CH3:31])[CH2:29][CH2:28][O:27][C:25]1[CH:24]=[CH:23][N:22]=[C:21]([O:20][CH2:19][C:11]2[NH:12][C:13]3[C:18]([C:9](=[O:8])[C:10]=2[CH3:34])=[CH:17][CH:16]=[CH:15][CH:14]=3)[CH:26]=1. (2) Given the reactants [H-].[Na+].[CH3:3][C:4]1([CH3:16])[C:8]([CH3:10])([CH3:9])[O:7][B:6]([C:11]2[CH:12]=[N:13][NH:14][CH:15]=2)[O:5]1.FC(F)(F)S(O[CH2:23][CH:24]([F:34])[CH2:25][O:26][Si:27]([C:30]([CH3:33])([CH3:32])[CH3:31])([CH3:29])[CH3:28])(=O)=O, predict the reaction product. The product is: [Si:27]([O:26][CH2:25][CH:24]([F:34])[CH2:23][N:14]1[CH:15]=[C:11]([B:6]2[O:7][C:8]([CH3:9])([CH3:10])[C:4]([CH3:16])([CH3:3])[O:5]2)[CH:12]=[N:13]1)([C:30]([CH3:33])([CH3:32])[CH3:31])([CH3:29])[CH3:28]. (3) Given the reactants [CH2:1]([O:3][C:4]([C:6]1[S:10][C:9](Br)=[N:8][C:7]=1[C:12]([F:15])([F:14])[F:13])=[O:5])[CH3:2].[C:16]1(B(O)O)[CH:21]=[CH:20][CH:19]=[CH:18][CH:17]=1.[F-].[K+].C(P(C(C)(C)C)C1C=CC=CC=1C1C=CC=CC=1)(C)(C)C, predict the reaction product. The product is: [CH2:1]([O:3][C:4]([C:6]1[S:10][C:9]([C:16]2[CH:21]=[CH:20][CH:19]=[CH:18][CH:17]=2)=[N:8][C:7]=1[C:12]([F:15])([F:14])[F:13])=[O:5])[CH3:2].